From a dataset of Reaction yield outcomes from USPTO patents with 853,638 reactions. Predict the reaction yield, written as a fraction of the theoretical maximum amount of product (1.0 means a 100% yield; for example, 0.34 means a 34% yield). (1) The reactants are [CH3:1][C:2]1[O:6][C:5]([C:7]2[CH:16]=[CH:15][C:10]([C:11]([O:13]C)=[O:12])=[CH:9][CH:8]=2)=[N:4][C:3]=1[CH2:17][S:18][C:19]1[CH:24]=[CH:23][C:22]([CH3:25])=[CH:21][CH:20]=1. The catalyst is Cl.O. The product is [CH3:1][C:2]1[O:6][C:5]([C:7]2[CH:8]=[CH:9][C:10]([C:11]([OH:13])=[O:12])=[CH:15][CH:16]=2)=[N:4][C:3]=1[CH2:17][S:18][C:19]1[CH:20]=[CH:21][C:22]([CH3:25])=[CH:23][CH:24]=1. The yield is 0.740. (2) The reactants are [CH3:1][C:2]1[C:7]([CH:8]([CH2:13][CH2:14][CH3:15])[C:9]([O:11]C)=[O:10])=[C:6]([C:16]2[CH:21]=[C:20]([F:22])[C:19]([F:23])=[CH:18][C:17]=2[F:24])[N:5]=[C:4]([N:25]2[CH2:30][CH2:29][CH2:28][CH2:27][CH2:26]2)[N:3]=1.[OH-].[Na+]. The catalyst is CO. The product is [CH3:1][C:2]1[C:7]([CH:8]([CH2:13][CH2:14][CH3:15])[C:9]([OH:11])=[O:10])=[C:6]([C:16]2[CH:21]=[C:20]([F:22])[C:19]([F:23])=[CH:18][C:17]=2[F:24])[N:5]=[C:4]([N:25]2[CH2:30][CH2:29][CH2:28][CH2:27][CH2:26]2)[N:3]=1. The yield is 0.310. (3) The product is [CH3:13][O:12][CH2:11][C:10]1[C:5]([C:6]([O:8][CH3:9])=[O:7])=[CH:4][NH:2][N:16]=1. The yield is 0.180. The catalyst is C(O)CCC. The reactants are C[N:2]([CH:4]=[C:5]([C:10](=O)[CH2:11][O:12][CH3:13])[C:6]([O:8][CH3:9])=[O:7])C.O.[NH2:16]N.CC(O)=O. (4) The reactants are [C:1]1([C:7]2[CH:12]=[CH:11][C:10]([C:13]3[C:17]([CH2:18]O)=[CH:16][O:15][N:14]=3)=[CH:9][CH:8]=2)[CH:6]=[CH:5][CH:4]=[CH:3][CH:2]=1.S(Cl)([Cl:22])=O. No catalyst specified. The product is [Cl:22][CH2:18][C:17]1[C:13]([C:10]2[CH:11]=[CH:12][C:7]([C:1]3[CH:6]=[CH:5][CH:4]=[CH:3][CH:2]=3)=[CH:8][CH:9]=2)=[N:14][O:15][CH:16]=1. The yield is 0.920. (5) The reactants are [O:1]=[C:2]1[CH2:7][NH:6][CH2:5][CH2:4][NH:3]1.C(N(C(C)C)CC)(C)C.Br[CH2:18][C:19]([O:21][CH3:22])=[O:20].[CH3:23][CH2:24][CH2:25][CH2:26]CCC.CCOC(C)=O. The catalyst is CO.C(Cl)Cl.CO. The product is [CH3:22][O:21][C:19](=[O:20])[CH2:18][N:6]1[CH2:5][CH2:4][N:3]([CH2:23][CH2:24][CH2:25][CH3:26])[C:2](=[O:1])[CH2:7]1. The yield is 0.500. (6) The reactants are [F:1][C:2]1[CH:7]=[CH:6][C:5]([N:8]2[C:12]([C:13]3[CH:18]=[CH:17][C:16]([C@:19]4([C:35](=[O:37])[NH2:36])[CH2:23][CH2:22][CH2:21][N:20]4[C:24](=[O:34])[C@@H:25]([NH:29][C:30](=[O:33])[O:31][CH3:32])[CH:26]([CH3:28])[CH3:27])=[CH:15][CH:14]=3)=[CH:11][CH:10]=[C:9]2[C:38]2[CH:43]=[CH:42][C:41]([C@:44]3([C:60](=[O:62])[NH2:61])[CH2:48][CH2:47][CH2:46][N:45]3[C:49](=[O:59])[C@@H:50]([NH:54][C:55](=[O:58])[O:56][CH3:57])[CH:51]([CH3:53])[CH3:52])=[CH:40][CH:39]=2)=[CH:4][CH:3]=1.[Br:63]N1C(=O)CCC1=O. The catalyst is C(Cl)Cl. The product is [Br:63][C:10]1[CH:11]=[C:12]([C:13]2[CH:18]=[CH:17][C:16]([C@:19]3([C:35](=[O:37])[NH2:36])[CH2:23][CH2:22][CH2:21][N:20]3[C:24](=[O:34])[C@@H:25]([NH:29][C:30](=[O:33])[O:31][CH3:32])[CH:26]([CH3:28])[CH3:27])=[CH:15][CH:14]=2)[N:8]([C:5]2[CH:6]=[CH:7][C:2]([F:1])=[CH:3][CH:4]=2)[C:9]=1[C:38]1[CH:39]=[CH:40][C:41]([C@:44]2([C:60](=[O:62])[NH2:61])[CH2:48][CH2:47][CH2:46][N:45]2[C:49](=[O:59])[C@@H:50]([NH:54][C:55](=[O:58])[O:56][CH3:57])[CH:51]([CH3:52])[CH3:53])=[CH:42][CH:43]=1. The yield is 0.170. (7) The reactants are [CH:1]1([C:4]2[C:5]([O:14][CH2:15][CH:16]3[CH2:21][CH2:20][N:19]([CH2:22][C:23]4[CH:28]=[C:27]([Cl:29])[CH:26]=[C:25]([Cl:30])[C:24]=4[C:31]#[N:32])[CH2:18][CH2:17]3)=[CH:6][C:7]([F:13])=[C:8]([CH:12]=2)[C:9](O)=[O:10])[CH2:3][CH2:2]1.[CH3:33][S:34]([NH2:37])(=[O:36])=[O:35].Cl.C(N=C=NCCCN(C)C)C. The catalyst is CN(C1C=CN=CC=1)C.C(Cl)Cl. The product is [CH:1]1([C:4]2[C:5]([O:14][CH2:15][CH:16]3[CH2:21][CH2:20][N:19]([CH2:22][C:23]4[CH:28]=[C:27]([Cl:29])[CH:26]=[C:25]([Cl:30])[C:24]=4[C:31]#[N:32])[CH2:18][CH2:17]3)=[CH:6][C:7]([F:13])=[C:8]([CH:12]=2)[C:9]([NH:37][S:34]([CH3:33])(=[O:36])=[O:35])=[O:10])[CH2:2][CH2:3]1. The yield is 0.380.